This data is from Full USPTO retrosynthesis dataset with 1.9M reactions from patents (1976-2016). The task is: Predict the reactants needed to synthesize the given product. Given the product [CH3:1][C:2]1[C:6]([C:7]2[O:8][C:9]3[CH:15]=[CH:14][C:13]([CH2:16][C:17]([NH:35][CH:29]([C:23]4[CH:24]=[CH:25][C:26]([CH3:28])=[CH:27][C:22]=4[CH3:21])[CH2:30][CH2:31][CH:32]([CH3:34])[CH3:33])=[O:19])=[CH:12][C:10]=3[CH:11]=2)=[C:5]([CH3:20])[O:4][N:3]=1, predict the reactants needed to synthesize it. The reactants are: [CH3:1][C:2]1[C:6]([C:7]2[O:8][C:9]3[CH:15]=[CH:14][C:13]([CH2:16][C:17]([OH:19])=O)=[CH:12][C:10]=3[CH:11]=2)=[C:5]([CH3:20])[O:4][N:3]=1.[CH3:21][C:22]1[CH:27]=[C:26]([CH3:28])[CH:25]=[CH:24][C:23]=1[CH:29]([NH2:35])[CH2:30][CH2:31][CH:32]([CH3:34])[CH3:33].C(Cl)CCl.C1C=CC2N(O)N=NC=2C=1.CCN(C(C)C)C(C)C.